Dataset: Full USPTO retrosynthesis dataset with 1.9M reactions from patents (1976-2016). Task: Predict the reactants needed to synthesize the given product. (1) The reactants are: C[O:2][C:3]1[CH:4]=[C:5]([C@@H:9]([N:11]2[CH2:16][CH2:15][C:14]([CH3:23])([C:17]3[CH:22]=[CH:21][CH:20]=[CH:19][CH:18]=3)[O:13][C:12]2=[O:24])[CH3:10])[CH:6]=[CH:7][CH:8]=1. Given the product [OH:2][C:3]1[CH:4]=[C:5]([C@@H:9]([N:11]2[CH2:16][CH2:15][C:14]([CH3:23])([C:17]3[CH:18]=[CH:19][CH:20]=[CH:21][CH:22]=3)[O:13][C:12]2=[O:24])[CH3:10])[CH:6]=[CH:7][CH:8]=1, predict the reactants needed to synthesize it. (2) Given the product [Cl:1][C:2]1[CH:3]=[CH:4][C:5]([OH:20])=[C:6]([CH2:8][C:22]2[CH:23]=[C:24]([C:28]([O:30][CH2:31][CH3:32])=[O:29])[CH:25]=[N:26][CH:27]=2)[CH:7]=1, predict the reactants needed to synthesize it. The reactants are: [Cl:1][C:2]1[CH:3]=[CH:4][C:5]([OH:20])=[C:6]([CH2:8]C2N=C(C(OCC)=O)C=CC=2)[CH:7]=1.Br[C:22]1[CH:23]=[C:24]([C:28]([O:30][CH2:31][CH3:32])=[O:29])[CH:25]=[N:26][CH:27]=1. (3) Given the product [CH3:9][C:6]1([CH3:10])[CH2:5][C:4]2[NH:13][N:12]=[CH:2][C:3]=2[CH2:8][CH2:7]1, predict the reactants needed to synthesize it. The reactants are: O/[CH:2]=[C:3]1\[C:4](=O)[CH2:5][C:6]([CH3:10])([CH3:9])[CH2:7][CH2:8]\1.[NH2:12][NH2:13].